Dataset: Catalyst prediction with 721,799 reactions and 888 catalyst types from USPTO. Task: Predict which catalyst facilitates the given reaction. (1) The catalyst class is: 56. Reactant: [Cl:1][C:2]1[N:10]=[C:9]2[C:5]([N:6]=[CH:7][N:8]2[C@@H:11]2[CH2:15][C@H:14]([NH:16][C:17]([CH2:19][O:20][C:21](=[O:23])[CH3:22])=[O:18])[C@@H:13]([OH:24])[C@H:12]2[OH:25])=[C:4](Cl)[N:3]=1.[NH2:27][CH2:28][CH:29]([C:37]1[CH:42]=[CH:41][C:40]([OH:43])=[CH:39][CH:38]=1)[C:30]1[CH:35]=[CH:34][C:33]([OH:36])=[CH:32][CH:31]=1.CCN(C(C)C)C(C)C. Product: [OH:36][C:33]1[CH:34]=[CH:35][C:30]([CH:29]([C:37]2[CH:38]=[CH:39][C:40]([OH:43])=[CH:41][CH:42]=2)[CH2:28][NH:27][C:4]2[N:3]=[C:2]([Cl:1])[N:10]=[C:9]3[C:5]=2[N:6]=[CH:7][N:8]3[C@@H:11]2[CH2:15][C@H:14]([NH:16][C:17]([CH2:19][O:20][C:21](=[O:23])[CH3:22])=[O:18])[C@@H:13]([OH:24])[C@H:12]2[OH:25])=[CH:31][CH:32]=1. (2) Reactant: C(O)(C(F)(F)F)=O.[CH3:8][N:9]([CH:11]([C:15]1[CH:20]=[CH:19][C:18]([F:21])=[CH:17][CH:16]=1)[C:12]([OH:14])=O)[CH3:10].[CH3:22][O:23][C:24]1[C:25]([C:37]#[N:38])=[CH:26][C:27]2[C:32]([C:33]=1[CH2:34][NH:35][CH3:36])=[CH:31][CH:30]=[CH:29][CH:28]=2.C1C=CC2N(O)N=NC=2C=1.Cl.CN(C)CCCN=C=NCC.C(C(C(C)C)([NH-])C)(C)C. Product: [C:37]([C:25]1[C:24]([O:23][CH3:22])=[C:33]([CH2:34][N:35]([CH3:36])[C:12](=[O:14])[CH:11]([N:9]([CH3:8])[CH3:10])[C:15]2[CH:20]=[CH:19][C:18]([F:21])=[CH:17][CH:16]=2)[C:32]2[C:27]([CH:26]=1)=[CH:28][CH:29]=[CH:30][CH:31]=2)#[N:38]. The catalyst class is: 2. (3) Reactant: [Cl:1][C:2]1[CH:7]=[CH:6][C:5]([C:8]2[N:13]=[C:12]([N:14]3[CH2:17][C:16]([NH:21][CH2:22][CH3:23])([C:18]([NH2:20])=[O:19])[CH2:15]3)[N:11]3[C:24](=[O:27])[NH:25][N:26]=[C:10]3[C:9]=2[C:28]2[CH:33]=[CH:32][C:31]([Cl:34])=[CH:30][CH:29]=2)=[CH:4][CH:3]=1.C([O-])([O-])=O.[K+].[K+].I[CH2:42][CH3:43].O. Product: [Cl:1][C:2]1[CH:3]=[CH:4][C:5]([C:8]2[N:13]=[C:12]([N:14]3[CH2:17][C:16]([NH:21][CH2:22][CH3:23])([C:18]([NH2:20])=[O:19])[CH2:15]3)[N:11]3[C:24](=[O:27])[N:25]([CH2:42][CH3:43])[N:26]=[C:10]3[C:9]=2[C:28]2[CH:29]=[CH:30][C:31]([Cl:34])=[CH:32][CH:33]=2)=[CH:6][CH:7]=1. The catalyst class is: 31.